This data is from Forward reaction prediction with 1.9M reactions from USPTO patents (1976-2016). The task is: Predict the product of the given reaction. (1) Given the reactants [C:1]1(=[O:12])[C:7]2[CH:8]=[CH:9][CH:10]=[CH:11][C:6]=2[CH2:5][CH2:4][CH2:3][NH:2]1.[Cl:13][S:14](O)(=[O:16])=[O:15], predict the reaction product. The product is: [O:12]=[C:1]1[C:7]2[CH:8]=[C:9]([S:14]([Cl:13])(=[O:16])=[O:15])[CH:10]=[CH:11][C:6]=2[CH2:5][CH2:4][CH2:3][NH:2]1. (2) Given the reactants Cl.[Cl:2][C:3]1[CH:4]=[CH:5][C:6]([S:11]([CH2:14][CH3:15])(=[O:13])=[O:12])=[C:7]([CH:10]=1)[CH2:8][NH2:9].[NH2:16][C:17]1[CH:18]=[C:19]([CH2:23][C:24]2[CH:32]=[CH:31][C:27]([C:28](O)=[O:29])=[CH:26][C:25]=2[C:33]([F:36])([F:35])[F:34])[CH:20]=[CH:21][CH:22]=1, predict the reaction product. The product is: [NH2:16][C:17]1[CH:18]=[C:19]([CH2:23][C:24]2[CH:32]=[CH:31][C:27]([C:28]([NH:9][CH2:8][C:7]3[CH:10]=[C:3]([Cl:2])[CH:4]=[CH:5][C:6]=3[S:11]([CH2:14][CH3:15])(=[O:13])=[O:12])=[O:29])=[CH:26][C:25]=2[C:33]([F:34])([F:35])[F:36])[CH:20]=[CH:21][CH:22]=1. (3) Given the reactants [C:1]([O:4][CH2:5][C:6]([CH3:36])([CH3:35])[CH2:7][N:8]1[C:14]2[CH:15]=[CH:16][C:17]([Cl:19])=[CH:18][C:13]=2[C@@H:12]([C:20]2[CH:25]=[CH:24][CH:23]=[C:22]([O:26][CH3:27])[C:21]=2[O:28][CH3:29])[O:11][C@H:10]([CH2:30][C:31](O)=[O:32])[C:9]1=[O:34])(=[O:3])[CH3:2].CN1CCOCC1.C(Cl)(=O)OCC.[B-].[Na+].[Cl-].[NH4+], predict the reaction product. The product is: [C:1]([O:4][CH2:5][C:6]([CH3:36])([CH3:35])[CH2:7][N:8]1[C:14]2[CH:15]=[CH:16][C:17]([Cl:19])=[CH:18][C:13]=2[C@@H:12]([C:20]2[CH:25]=[CH:24][CH:23]=[C:22]([O:26][CH3:27])[C:21]=2[O:28][CH3:29])[O:11][C@H:10]([CH2:30][CH2:31][OH:32])[C:9]1=[O:34])(=[O:3])[CH3:2].